Dataset: TCR-epitope binding with 47,182 pairs between 192 epitopes and 23,139 TCRs. Task: Binary Classification. Given a T-cell receptor sequence (or CDR3 region) and an epitope sequence, predict whether binding occurs between them. (1) The epitope is LLFNKVTLA. The TCR CDR3 sequence is CSVDSQGTDTQYF. Result: 0 (the TCR does not bind to the epitope). (2) The epitope is RIFTIGTVTLK. The TCR CDR3 sequence is CASISSGGASYNEQFF. Result: 0 (the TCR does not bind to the epitope). (3) The epitope is KRWIIMGLNK. The TCR CDR3 sequence is CASSQVAGGTYEQYF. Result: 0 (the TCR does not bind to the epitope). (4) The epitope is KRWIILGLNK. The TCR CDR3 sequence is CSAGGTGVYEQYF. Result: 0 (the TCR does not bind to the epitope).